Dataset: Reaction yield outcomes from USPTO patents with 853,638 reactions. Task: Predict the reaction yield, written as a fraction of the theoretical maximum amount of product (1.0 means a 100% yield; for example, 0.34 means a 34% yield). (1) The reactants are [CH2:1]([O:3]C1C=C(C=O)C=C(O)C=1C(OC)=O)[CH3:2].[OH:17][C:18]1[CH:19]=[C:20]([CH:23]=[CH:24][C:25]=1[O:26][CH3:27])[CH:21]=[O:22].BrCCO. No catalyst specified. The product is [OH:3][CH2:1][CH2:2][O:17][C:18]1[CH:19]=[C:20]([CH:23]=[CH:24][C:25]=1[O:26][CH3:27])[CH:21]=[O:22]. The yield is 0.625. (2) The reactants are [CH3:1][O:2][C:3]1[CH:8]=[CH:7][CH:6]=[CH:5][C:4]=1[N:9]1[CH2:14][CH2:13][N:12]([CH2:15][CH2:16][CH2:17][CH2:18][N:19]2C(=O)C3C(=CC=CC=3)C2=O)[CH2:11][CH2:10]1. The catalyst is C(O)C.ClCCl. The product is [CH3:1][O:2][C:3]1[CH:8]=[CH:7][CH:6]=[CH:5][C:4]=1[N:9]1[CH2:10][CH2:11][N:12]([CH2:15][CH2:16][CH2:17][CH2:18][NH2:19])[CH2:13][CH2:14]1. The yield is 0.650.